From a dataset of Full USPTO retrosynthesis dataset with 1.9M reactions from patents (1976-2016). Predict the reactants needed to synthesize the given product. (1) Given the product [CH2:1]([N:8]1[CH2:12][CH2:11][C@@H:10]([NH:13][C:14]2[CH:15]=[CH:16][C:17](/[CH:20]=[CH:21]/[C:22]([NH:32][O:31][CH:26]3[CH2:27][CH2:28][CH2:29][CH2:30][O:25]3)=[O:23])=[CH:18][CH:19]=2)[CH2:9]1)[C:2]1[CH:3]=[CH:4][CH:5]=[CH:6][CH:7]=1, predict the reactants needed to synthesize it. The reactants are: [CH2:1]([N:8]1[CH2:12][CH2:11][C@@H:10]([NH:13][C:14]2[CH:19]=[CH:18][C:17](/[CH:20]=[CH:21]/[C:22](O)=[O:23])=[CH:16][CH:15]=2)[CH2:9]1)[C:2]1[CH:7]=[CH:6][CH:5]=[CH:4][CH:3]=1.[O:25]1[CH2:30][CH2:29][CH2:28][CH2:27][CH:26]1[O:31][NH2:32].C1C=CC2N(O)N=NC=2C=1.CCN=C=NCCCN(C)C. (2) Given the product [ClH:37].[NH:15]1[CH2:18][CH2:17][C@H:16]1[CH2:19][O:20][C:21]1[CH:22]=[C:23]([C:27]2[CH:28]=[C:29]([CH2:46][CH2:45][CH2:43][OH:42])[CH:30]=[CH:31][CH:32]=2)[CH:24]=[N:25][CH:26]=1, predict the reactants needed to synthesize it. The reactants are: FC(F)(F)C(O)=O.C(OC([N:15]1[CH2:18][CH2:17][C@H:16]1[CH2:19][O:20][C:21]1[CH:22]=[C:23]([C:27]2[CH:32]=[CH:31][C:30](CCCO)=[CH:29][CH:28]=2)[CH:24]=[N:25][CH:26]=1)=O)(C)(C)C.[ClH:37].CC([O:42][C:43]([C@@H:45](N)[CH2:46]SS[CH2:46][C@H:45](N)[C:43]([O:42]C(C)(C)C)=O)=O)(C)C.Cl.Cl.